This data is from Reaction yield outcomes from USPTO patents with 853,638 reactions. The task is: Predict the reaction yield, written as a fraction of the theoretical maximum amount of product (1.0 means a 100% yield; for example, 0.34 means a 34% yield). The reactants are [Cl:1][C:2]1[N:7]=[C:6]([NH:8][CH2:9][C@@H:10]2[CH2:15][CH2:14][CH2:13][N:12]([C:16]([O:18][C:19]([CH3:22])([CH3:21])[CH3:20])=[O:17])[CH2:11]2)[C:5](I)=[CH:4][N:3]=1.[Cl:24][C:25]1[CH:30]=[CH:29][CH:28]=[C:27]([Cl:31])[C:26]=1[C:32]#[C:33][Si](C)(C)C.CC(C)([O-])C.[K+].O.CCOC(C)=O. The catalyst is CN(C=O)C.C1C=CC([P]([Pd]([P](C2C=CC=CC=2)(C2C=CC=CC=2)C2C=CC=CC=2)([P](C2C=CC=CC=2)(C2C=CC=CC=2)C2C=CC=CC=2)[P](C2C=CC=CC=2)(C2C=CC=CC=2)C2C=CC=CC=2)(C2C=CC=CC=2)C2C=CC=CC=2)=CC=1. The product is [Cl:1][C:2]1[N:3]=[CH:4][C:5]2[CH:33]=[C:32]([C:26]3[C:25]([Cl:24])=[CH:30][CH:29]=[CH:28][C:27]=3[Cl:31])[N:8]([CH2:9][C@@H:10]3[CH2:15][CH2:14][CH2:13][N:12]([C:16]([O:18][C:19]([CH3:22])([CH3:21])[CH3:20])=[O:17])[CH2:11]3)[C:6]=2[N:7]=1. The yield is 0.200.